This data is from Reaction yield outcomes from USPTO patents with 853,638 reactions. The task is: Predict the reaction yield, written as a fraction of the theoretical maximum amount of product (1.0 means a 100% yield; for example, 0.34 means a 34% yield). (1) The catalyst is O1CCCC1. The yield is 0.950. The product is [Br:8][C:6]1[CH:5]=[C:4]([C:9]([CH3:13])([CH3:12])[C:10]#[N:11])[CH:3]=[C:2]([B:16]2[O:20][C:19]([CH3:22])([CH3:21])[C:18]([CH3:24])([CH3:23])[O:17]2)[CH:7]=1. The reactants are Br[C:2]1[CH:3]=[C:4]([C:9]([CH3:13])([CH3:12])[C:10]#[N:11])[CH:5]=[C:6]([Br:8])[CH:7]=1.CO[B:16]1[O:20][C:19]([CH3:22])([CH3:21])[C:18]([CH3:24])([CH3:23])[O:17]1. (2) The yield is 0.670. The catalyst is C(Cl)(Cl)Cl. The reactants are [NH2:1][C:2]1[CH:17]=[CH:16][C:5]([C:6]([NH:8][CH2:9][CH2:10][N:11]([CH2:14][CH3:15])[CH2:12][CH3:13])=[O:7])=[C:4]([O:18][CH3:19])[CH:3]=1.[CH2:20]1[O:31][C:30]2[CH:29]=[CH:28][C:24]([C:25](Cl)=[O:26])=[CH:23][C:22]=2[O:21]1. The product is [CH2:14]([N:11]([CH2:12][CH3:13])[CH2:10][CH2:9][NH:8][C:6]([C:5]1[C:4]([O:18][CH3:19])=[CH:3][C:2]([NH:1][C:25]([C:24]2[CH:28]=[CH:29][C:30]3[O:31][CH2:20][O:21][C:22]=3[CH:23]=2)=[O:26])=[CH:17][CH:16]=1)=[O:7])[CH3:15]. (3) The reactants are [CH:1]([C:4]1[N:5]=[C:6]([C:9]2[CH:18]=[C:17]([O:19][CH2:20][CH2:21][C@@H:22]3[NH:36][C:35](=[O:37])[N:34]([CH3:38])[CH2:33][CH2:32][CH2:31][CH2:30][CH:29]=[CH:28][C@H:27]4[C@@:25]([C:39]([OH:41])=O)([CH2:26]4)[NH:24][C:23]3=[O:42])[C:16]3[C:11](=[C:12]([Cl:45])[C:13]([O:43][CH3:44])=[CH:14][CH:15]=3)[N:10]=2)[S:7][CH:8]=1)([CH3:3])[CH3:2].[C:46]([C:48]1([S:51]([NH-:54])(=[O:53])=[O:52])[CH2:50][CH2:49]1)#[N:47]. No catalyst specified. The product is [CH:1]([C:4]1[N:5]=[C:6]([C:9]2[CH:18]=[C:17]([O:19][CH2:20][CH2:21][C@@H:22]3[NH:36][C:35](=[O:37])[N:34]([CH3:38])[CH2:33][CH2:32][CH2:31][CH2:30][CH:29]=[CH:28][C@H:27]4[C@@:25]([C:39]([NH:54][S:51]([C:48]5([C:46]#[N:47])[CH2:50][CH2:49]5)(=[O:53])=[O:52])=[O:41])([CH2:26]4)[NH:24][C:23]3=[O:42])[C:16]3[C:11](=[C:12]([Cl:45])[C:13]([O:43][CH3:44])=[CH:14][CH:15]=3)[N:10]=2)[S:7][CH:8]=1)([CH3:3])[CH3:2]. The yield is 0.200. (4) The reactants are C1(C)C=C(C)C=C(C)C=1C(=C=O)C(Cl)=O.C([O:22][C:23]1[CH:28]=[C:27]([CH2:29][CH2:30]OS(C)(=O)=O)[O:26][C:25](=[O:36])[C:24]=1[C:37]1[C:42]([CH3:43])=[CH:41][C:40]([CH3:44])=[CH:39][C:38]=1[CH3:45])(=O)C(C)(C)C.[F:46][C:47]1[CH:48]=[C:49]([SH:54])[CH:50]=[C:51]([F:53])[CH:52]=1.C([O-])([O-])=O.[K+].[K+]. The catalyst is O1CCCC1. The product is [F:46][C:47]1[CH:48]=[C:49]([S:54][CH2:30][CH2:29][C:27]2[O:26][C:25](=[O:36])[C:24]([C:37]3[C:38]([CH3:45])=[CH:39][C:40]([CH3:44])=[CH:41][C:42]=3[CH3:43])=[C:23]([OH:22])[CH:28]=2)[CH:50]=[C:51]([F:53])[CH:52]=1. The yield is 0.108. (5) The reactants are [CH3:1][O:2][C:3]1[CH:4]=[C:5]([O:14]COC)[C:6]([CH3:13])=[C:7]([O:9]COC)[CH:8]=1.Cl.O. The catalyst is CO. The product is [CH3:1][O:2][C:3]1[CH:4]=[C:5]([OH:14])[C:6]([CH3:13])=[C:7]([OH:9])[CH:8]=1. The yield is 0.990. (6) The reactants are F[C:2]1[C:11]([F:12])=[CH:10][CH:9]=[CH:8][C:3]=1[C:4]([O:6][CH3:7])=[O:5].[F:13][C:14]1[CH:19]=[CH:18][CH:17]=[C:16]([O:20][CH3:21])[C:15]=1[OH:22].[Li+].[OH-]. The catalyst is CO. The product is [F:12][C:11]1[C:2]([O:22][C:15]2[C:16]([O:20][CH3:21])=[CH:17][CH:18]=[CH:19][C:14]=2[F:13])=[C:3]([CH:8]=[CH:9][CH:10]=1)[C:4]([O:6][CH3:7])=[O:5].[CH3:21][O:20][C:16]1[CH:17]=[CH:18][CH:19]=[C:14]([F:13])[C:15]=1[O:22][C:2]1[C:11]([F:12])=[CH:10][CH:9]=[CH:8][C:3]=1[C:4]([OH:6])=[O:5]. The yield is 0.600. (7) The reactants are C[O:2][C:3](=O)[CH:4]([N:14]1[C:20](=[O:21])[CH2:19][CH2:18][N:17]([C:22](=[O:33])/[CH:23]=[CH:24]/[C:25]2[CH:30]=[CH:29][C:28]([Cl:31])=[C:27]([Cl:32])[CH:26]=2)[CH2:16][CH2:15]1)[CH2:5][C:6](=[O:13])[N:7]1[CH2:12][CH2:11][CH2:10][CH2:9][CH2:8]1.[Li+].[BH4-].OS([O-])(=O)=O.[K+]. The catalyst is CCO. The product is [Cl:32][C:27]1[CH:26]=[C:25](/[CH:24]=[CH:23]/[C:22]([N:17]2[CH2:18][CH2:19][C:20](=[O:21])[N:14]([CH:4]([CH2:3][OH:2])[CH2:5][C:6](=[O:13])[N:7]3[CH2:8][CH2:9][CH2:10][CH2:11][CH2:12]3)[CH2:15][CH2:16]2)=[O:33])[CH:30]=[CH:29][C:28]=1[Cl:31]. The yield is 0.960. (8) The reactants are [N:1]1[CH:6]=[CH:5][CH:4]=[C:3]2[C:7]3[CH:13]=[CH:12][CH:11]=[C:10]([OH:14])[C:8]=3[O:9][C:2]=12.N1C=CC=CC=1.[S:21](O[S:21]([C:24]([F:27])([F:26])[F:25])(=[O:23])=[O:22])([C:24]([F:27])([F:26])[F:25])(=[O:23])=[O:22]. The catalyst is C(Cl)Cl. The product is [F:25][C:24]([F:27])([F:26])[S:21]([O:14][C:10]1[C:8]2[O:9][C:2]3[C:3]([C:7]=2[CH:13]=[CH:12][CH:11]=1)=[CH:4][CH:5]=[CH:6][N:1]=3)(=[O:23])=[O:22]. The yield is 0.860. (9) The reactants are Cl.N[C@@H]1CCCC[C@H]1O.[F:10][C:11]1[CH:12]=[C:13](B(O)O)[CH:14]=[C:15]([F:17])[CH:16]=1.C[Si]([N-][Si](C)(C)C)(C)C.[Na+].N#N.I[CH:34]1[C:39](OC)([O:40]C)[CH2:38][CH2:37][O:36][CH2:35]1.Cl. The catalyst is C1COCC1.O.O.O.O.O.O.[Ni](Cl)Cl. The product is [F:10][C:11]1[CH:12]=[C:13]([CH:34]2[C:39](=[O:40])[CH2:38][CH2:37][O:36][CH2:35]2)[CH:14]=[C:15]([F:17])[CH:16]=1. The yield is 0.274.